This data is from Forward reaction prediction with 1.9M reactions from USPTO patents (1976-2016). The task is: Predict the product of the given reaction. Given the reactants [CH2:1]([O:3][C@@H:4]1[CH2:8][N:7]([C:9](=[O:19])[C@H:10]([CH:16]([CH3:18])[CH3:17])[NH:11][C:12]([O:14][CH3:15])=[O:13])[C@H:6]([C:20]2[NH:24][C:23]3[C:25]4[C:30]([CH:31]=[CH:32][C:22]=3[N:21]=2)=[CH:29][C:28]2[C:33]3[C:38]([CH2:39][O:40][C:27]=2[CH:26]=4)=[CH:37][C:36]([C:41]2[NH:45][C:44]([C@@H:46]4[CH2:50][CH2:49][CH2:48][N:47]4[C:51]([O:53]C(C)(C)C)=O)=[N:43][CH:42]=2)=[CH:35][CH:34]=3)[CH2:5]1)[CH3:2].Cl.[CH3:59][O:60][C:61]([NH:63][C@@H:64]([CH:68]([CH3:70])[CH3:69])C(O)=O)=[O:62].CN(C(ON1N=NC2C=CC=NC1=2)=[N+](C)C)C.F[P-](F)(F)(F)(F)F.CCN(C(C)C)C(C)C, predict the reaction product. The product is: [CH3:59][O:60][C:61](=[O:62])[NH:63][C@@H:64]([CH:68]([CH3:70])[CH3:69])[C:51]([N:47]1[CH2:48][CH2:49][CH2:50][C@H:46]1[C:44]1[NH:45][C:41]([C:36]2[CH:37]=[C:38]3[CH2:39][O:40][C:27]4[CH:26]=[C:25]5[C:30]([CH:31]=[CH:32][C:22]6[N:21]=[C:20]([C@@H:6]7[CH2:5][C@H:4]([O:3][CH2:1][CH3:2])[CH2:8][N:7]7[C:9](=[O:19])[C@@H:10]([NH:11][C:12]([O:14][CH3:15])=[O:13])[CH:16]([CH3:17])[CH3:18])[NH:24][C:23]=65)=[CH:29][C:28]=4[C:33]3=[CH:34][CH:35]=2)=[CH:42][N:43]=1)=[O:53].